Dataset: Catalyst prediction with 721,799 reactions and 888 catalyst types from USPTO. Task: Predict which catalyst facilitates the given reaction. (1) Reactant: [F:1][C:2]1[CH:7]=[CH:6][C:5]([C:8](=[O:10])[CH3:9])=[C:4]([CH3:11])[CH:3]=1.[BH4-].[Na+]. Product: [F:1][C:2]1[CH:7]=[CH:6][C:5]([CH:8]([OH:10])[CH3:9])=[C:4]([CH3:11])[CH:3]=1. The catalyst class is: 8. (2) Reactant: [C:1]([C:3]1[C:4]([N:15]2[CH2:20][CH2:19][CH:18]([CH2:21][C:22]([OH:24])=O)[CH2:17][CH2:16]2)=[N:5][C:6]([CH3:14])=[C:7]([C:9]([O:11][CH2:12][CH3:13])=[O:10])[CH:8]=1)#[N:2].CCN=C=NCCCN(C)C.C1C=CC2N(O)N=NC=2C=1.[C:46]1([S:52]([NH2:55])(=[O:54])=[O:53])[CH:51]=[CH:50][CH:49]=[CH:48][CH:47]=1.CCN(C(C)C)C(C)C. Product: [C:1]([C:3]1[C:4]([N:15]2[CH2:16][CH2:17][CH:18]([CH2:21][C:22](=[O:24])[NH:55][S:52]([C:46]3[CH:51]=[CH:50][CH:49]=[CH:48][CH:47]=3)(=[O:54])=[O:53])[CH2:19][CH2:20]2)=[N:5][C:6]([CH3:14])=[C:7]([CH:8]=1)[C:9]([O:11][CH2:12][CH3:13])=[O:10])#[N:2]. The catalyst class is: 91. (3) Reactant: [NH2:1][C:2]1[CH:9]=[CH:8][C:5]([C:6]#[N:7])=[CH:4][CH:3]=1.[N+:10]([C:13]1[CH:14]=[C:15]([CH:18]=[CH:19][CH:20]=1)[CH:16]=O)([O-:12])=[O:11]. Product: [N+:10]([C:13]1[CH:14]=[C:15]([CH:18]=[CH:19][CH:20]=1)[CH:16]=[N:1][C:2]1[CH:9]=[CH:8][C:5]([C:6]#[N:7])=[CH:4][CH:3]=1)([O-:12])=[O:11]. The catalyst class is: 8. (4) Reactant: [F:1][C:2]1[C:3]([C:13]([O:15][CH3:16])=[O:14])=[CH:4][NH:5][C:6]=1[C:7]1[CH:12]=[CH:11][CH:10]=[CH:9][CH:8]=1.[H-].[Na+].C1OCCOCCOCCOCCOC1.Cl.[N:35]1[CH:40]=[CH:39][CH:38]=[C:37]([S:41](Cl)(=[O:43])=[O:42])[CH:36]=1. Product: [F:1][C:2]1[C:3]([C:13]([O:15][CH3:16])=[O:14])=[CH:4][N:5]([S:41]([C:37]2[CH:36]=[N:35][CH:40]=[CH:39][CH:38]=2)(=[O:43])=[O:42])[C:6]=1[C:7]1[CH:12]=[CH:11][CH:10]=[CH:9][CH:8]=1. The catalyst class is: 30. (5) Reactant: C(O)(C(F)(F)F)=O.[CH3:8][Si:9]([CH3:26])([CH:24]=[CH2:25])[C:10]1[CH:15]=[CH:14][C:13]([NH:16]C(=O)OC(C)(C)C)=[CH:12][CH:11]=1. Product: [CH3:8][Si:9]([CH3:26])([CH:24]=[CH2:25])[C:10]1[CH:15]=[CH:14][C:13]([NH2:16])=[CH:12][CH:11]=1. The catalyst class is: 2.